From a dataset of Forward reaction prediction with 1.9M reactions from USPTO patents (1976-2016). Predict the product of the given reaction. (1) Given the reactants Br[C:2]1[CH:3]=[N:4][CH:5]=[C:6]2[C:11]=1[N:10]=[C:9]([C:12]([NH:14][CH2:15][C:16]([CH3:19])([CH3:18])[CH3:17])=[O:13])[CH:8]=[CH:7]2.[F:20][C:21]1[CH:22]=[C:23](B(O)O)[CH:24]=[CH:25][C:26]=1[F:27].C(=O)([O-])[O-].[Cs+].[Cs+], predict the reaction product. The product is: [F:20][C:21]1[CH:22]=[C:23]([C:2]2[CH:3]=[N:4][CH:5]=[C:6]3[C:11]=2[N:10]=[C:9]([C:12]([NH:14][CH2:15][C:16]([CH3:19])([CH3:18])[CH3:17])=[O:13])[CH:8]=[CH:7]3)[CH:24]=[CH:25][C:26]=1[F:27]. (2) Given the reactants [N+:1]([C:4]1[N:8]=[CH:7][NH:6][N:5]=1)([O-:3])=[O:2].[F:9][C:10]([F:21])([F:20])[C:11]1[CH:12]=[C:13](B(O)O)[CH:14]=[CH:15][CH:16]=1.N1C=CC=CC=1, predict the reaction product. The product is: [N+:1]([C:4]1[N:8]=[CH:7][N:6]([C:15]2[CH:14]=[CH:13][CH:12]=[C:11]([C:10]([F:21])([F:20])[F:9])[CH:16]=2)[N:5]=1)([O-:3])=[O:2].